This data is from Reaction yield outcomes from USPTO patents with 853,638 reactions. The task is: Predict the reaction yield, written as a fraction of the theoretical maximum amount of product (1.0 means a 100% yield; for example, 0.34 means a 34% yield). (1) The product is [F:1][C:2]1[C:3]([CH2:16][CH2:17][C:18]([O:20][CH3:21])=[O:19])=[C:4]([C:12]([O:14][CH3:15])=[O:13])[C:5]2[C:9]([CH:10]=1)=[N:8][N:7]([CH3:11])[CH:6]=2. The reactants are [F:1][C:2]1[C:3](/[CH:16]=[CH:17]/[C:18]([O:20][CH3:21])=[O:19])=[C:4]([C:12]([O:14][CH3:15])=[O:13])[C:5]2[C:9]([CH:10]=1)=[N:8][N:7]([CH3:11])[CH:6]=2. The yield is 0.940. The catalyst is C1COCC1.CO.[C].[Pd]. (2) The reactants are [NH2:1][C:2]1[S:3][CH:4]=[C:5]([C:7]([O:9][CH3:10])=[O:8])[N:6]=1.[OH:11][CH:12]([CH3:16])[C:13](=O)[CH3:14].C(O)(=O)C.C(O[BH-](OC(=O)C)OC(=O)C)(=O)C.[Na+].C([O-])(O)=O.[Na+]. The catalyst is ClCCCl. The product is [OH:11][CH:12]([CH3:16])[CH:13]([NH:1][C:2]1[S:3][CH:4]=[C:5]([C:7]([O:9][CH3:10])=[O:8])[N:6]=1)[CH3:14]. The yield is 0.681. (3) The yield is 0.930. The reactants are C[O:2][C:3]1[CH:8]=[CH:7][C:6]([N:9]2[C:21]3[CH:20]=[CH:19][CH:18]=[CH:17][C:16]=3[C:15]3[C:10]2=[CH:11][CH:12]=[CH:13][CH:14]=3)=[CH:5][CH:4]=1.B(Br)(Br)Br.O. The product is [OH:2][C:3]1[CH:8]=[CH:7][C:6]([N:9]2[C:10]3[CH:11]=[CH:12][CH:13]=[CH:14][C:15]=3[C:16]3[C:21]2=[CH:20][CH:19]=[CH:18][CH:17]=3)=[CH:5][CH:4]=1. The catalyst is ClCCl. (4) The reactants are [Cl-].O[NH3+:3].[C:4](=[O:7])([O-])[OH:5].[Na+].CS(C)=O.[CH2:13]([C:17]1[N:18]([CH2:31][C:32]2[CH:37]=[CH:36][C:35]([C:38]3[C:39]([C:44]#[N:45])=[CH:40][CH:41]=[CH:42][CH:43]=3)=[CH:34][CH:33]=2)[C:19](=[O:30])[C:20]([C:24]2[CH2:29][CH2:28][CH2:27][CH2:26][CH:25]=2)=[C:21]([CH3:23])[N:22]=1)[CH2:14][CH2:15][CH3:16]. The catalyst is O. The product is [CH2:13]([C:17]1[N:18]([CH2:31][C:32]2[CH:37]=[CH:36][C:35]([C:38]3[CH:43]=[CH:42][CH:41]=[CH:40][C:39]=3[C:44]3[NH:3][C:4](=[O:7])[O:5][N:45]=3)=[CH:34][CH:33]=2)[C:19](=[O:30])[C:20]([C:24]2[CH2:29][CH2:28][CH2:27][CH2:26][CH:25]=2)=[C:21]([CH3:23])[N:22]=1)[CH2:14][CH2:15][CH3:16]. The yield is 0.490. (5) The reactants are [F:1][C:2]1[CH:9]=[CH:8][C:7]([CH:10]=[O:11])=[CH:6][C:3]=1[C:4]#[N:5].[CH2:12]([C:14]([CH2:19][CH3:20])([CH2:17]O)[CH2:15][OH:16])[CH3:13].O.C1(C)C=CC(S(O)(=O)=O)=CC=1. The catalyst is C1(C)C=CC=CC=1. The product is [CH2:12]([C:14]1([CH2:19][CH3:20])[CH2:15][O:16][CH:10]([C:7]2[CH:8]=[CH:9][C:2]([F:1])=[C:3]([C:4]#[N:5])[CH:6]=2)[O:11][CH2:17]1)[CH3:13]. The yield is 0.910. (6) The reactants are Cl[CH2:2][CH2:3][CH2:4][N:5]1[C:13](=[O:14])[N:8]2[CH:9]=[CH:10][CH:11]=[CH:12][C:7]2=[N:6]1.[NH:15]1[CH2:20][CH:19]=[C:18]([C:21]2[C:29]3[C:24](=[CH:25][CH:26]=[CH:27][CH:28]=3)[NH:23][CH:22]=2)[CH2:17][CH2:16]1.[I-].[K+].C(=O)([O-])[O-].[K+].[K+]. The catalyst is O.CC(C)=O. The product is [NH:23]1[C:24]2[C:29](=[CH:28][CH:27]=[CH:26][CH:25]=2)[C:21]([C:18]2[CH2:19][CH2:20][N:15]([CH2:2][CH2:3][CH2:4][N:5]3[C:13](=[O:14])[N:8]4[CH:9]=[CH:10][CH:11]=[CH:12][C:7]4=[N:6]3)[CH2:16][CH:17]=2)=[CH:22]1. The yield is 0.590. (7) The reactants are ClC1C(Cl)=CC(O)=C(OC)C=1.C(C1OC1)Cl.C([O-])([O-])=O.[K+].[K+].[F:23][C:24]([F:42])([F:41])[C:25]1[CH:30]=[CH:29][C:28]([C:31]2[CH:32]=[CH:33][C:34]3[N:35]([C:37](=[O:40])[NH:38][N:39]=3)[CH:36]=2)=[CH:27][CH:26]=1.[Cl:43][C:44]1[C:54]([Cl:55])=[CH:53][C:47]([O:48][CH2:49][CH:50]2[CH2:52][O:51]2)=[C:46]([O:56][CH3:57])[CH:45]=1. The catalyst is CN(C=O)C.O. The product is [Cl:43][C:44]1[C:54]([Cl:55])=[CH:53][C:47]([O:48][CH2:49][CH:50]([OH:51])[CH2:52][N:38]2[C:37](=[O:40])[N:35]3[CH:36]=[C:31]([C:28]4[CH:29]=[CH:30][C:25]([C:24]([F:23])([F:41])[F:42])=[CH:26][CH:27]=4)[CH:32]=[CH:33][C:34]3=[N:39]2)=[C:46]([O:56][CH3:57])[CH:45]=1. The yield is 0.272. (8) The yield is 0.750. The product is [CH2:1]([O:3][C:4](=[O:22])[CH2:5][N:6]([CH2:7][CH2:8][NH:9][S:10]([C:13]1[S:14][C:15]2[CH:21]=[CH:20][CH:19]=[CH:18][C:16]=2[N:17]=1)(=[O:12])=[O:11])[C:33](=[O:34])[CH2:32][N:23]1[CH:31]=[C:29]([CH3:30])[C:27](=[O:28])[NH:26][C:24]1=[O:25])[CH3:2]. The catalyst is CN(C=O)C. The reactants are [CH2:1]([O:3][C:4](=[O:22])[CH2:5][NH:6][CH2:7][CH2:8][NH:9][S:10]([C:13]1[S:14][C:15]2[CH:21]=[CH:20][CH:19]=[CH:18][C:16]=2[N:17]=1)(=[O:12])=[O:11])[CH3:2].[N:23]1([CH2:32][C:33](O)=[O:34])[CH:31]=[C:29]([CH3:30])[C:27](=[O:28])[NH:26][C:24]1=[O:25].C1C=CC2N(O)N=NC=2C=1.C1CCC(N=C=NC2CCCCC2)CC1.C(N(CC)C(C)C)(C)C. (9) The reactants are [C:1]([C:4]1[CH:25]=[CH:24][C:7]([C:8]([NH:10][CH2:11][C:12]2[S:13][C:14]([O:17][C:18]3[CH:23]=[CH:22][CH:21]=[CH:20][CH:19]=3)=[CH:15][CH:16]=2)=[O:9])=[C:6]([NH2:26])[N:5]=1)(=O)[CH3:2].C(O)C.Cl.[NH2:31][OH:32].C([O-])(=O)C.[Na+]. The catalyst is C(OCC)(=O)C.O. The product is [NH2:26][C:6]1[N:5]=[C:4](/[C:1](=[N:31]\[OH:32])/[CH3:2])[CH:25]=[CH:24][C:7]=1[C:8]([NH:10][CH2:11][C:12]1[S:13][C:14]([O:17][C:18]2[CH:23]=[CH:22][CH:21]=[CH:20][CH:19]=2)=[CH:15][CH:16]=1)=[O:9]. The yield is 0.900. (10) The yield is 0.900. The reactants are [N:1]1[CH:6]=[CH:5][C:4]([C:7]2[CH:8]=[C:9]([CH:14]=[CH:15][CH:16]=2)[C:10]([O:12]C)=[O:11])=[CH:3][CH:2]=1.[OH-].[Na+]. The product is [N:1]1[CH:6]=[CH:5][C:4]([C:7]2[CH:8]=[C:9]([CH:14]=[CH:15][CH:16]=2)[C:10]([OH:12])=[O:11])=[CH:3][CH:2]=1. The catalyst is CO.